Dataset: Peptide-MHC class I binding affinity with 185,985 pairs from IEDB/IMGT. Task: Regression. Given a peptide amino acid sequence and an MHC pseudo amino acid sequence, predict their binding affinity value. This is MHC class I binding data. The peptide sequence is GLGQHIYET. The MHC is HLA-A02:01 with pseudo-sequence HLA-A02:01. The binding affinity (normalized) is 0.241.